This data is from Full USPTO retrosynthesis dataset with 1.9M reactions from patents (1976-2016). The task is: Predict the reactants needed to synthesize the given product. (1) Given the product [CH2:12]([C:17]1[CH:22]=[CH:21][C:20](/[C:23](/[CH3:24])=[CH:1]/[C:2]([Cl:4])=[O:3])=[CH:19][CH:18]=1)[CH2:13][CH2:14][CH2:15][CH3:16], predict the reactants needed to synthesize it. The reactants are: [C:1](Cl)(=O)[C:2]([Cl:4])=[O:3].CN(C=O)C.[CH2:12]([C:17]1[CH:22]=[CH:21][C:20](/[C:23](/C)=[CH:24]/C(O)=O)=[CH:19][CH:18]=1)[CH2:13][CH2:14][CH2:15][CH3:16]. (2) Given the product [OH:2][CH2:3][C:4]1[CH:9]=[CH:8][C:7]([O:10][C:11]2[CH:16]=[CH:15][C:14]([C:17]([F:20])([F:18])[F:19])=[CH:13][N:12]=2)=[C:6]([CH:5]=1)[C:21]#[N:22], predict the reactants needed to synthesize it. The reactants are: C[O:2][C:3](=O)[C:4]1[CH:9]=[CH:8][C:7]([O:10][C:11]2[CH:16]=[CH:15][C:14]([C:17]([F:20])([F:19])[F:18])=[CH:13][N:12]=2)=[C:6]([C:21]#[N:22])[CH:5]=1.[H-].[H-].[H-].[H-].[Li+].[Al+3]. (3) Given the product [C:12]1([S:18]([CH2:21][C:22]2[C:27]([C:28]([O:30][CH2:31][CH3:32])=[O:29])=[C:26]([O:33][CH2:10][CH2:9][NH:8][C:6]([O:5][C:1]([CH3:4])([CH3:3])[CH3:2])=[O:7])[C:25]([C:34]3[CH:38]=[CH:37][O:36][CH:35]=3)=[CH:24][CH:23]=2)(=[O:20])=[O:19])[CH:17]=[CH:16][CH:15]=[CH:14][CH:13]=1, predict the reactants needed to synthesize it. The reactants are: [C:1]([O:5][C:6]([NH:8][CH2:9][CH2:10]Br)=[O:7])([CH3:4])([CH3:3])[CH3:2].[C:12]1([S:18]([CH2:21][C:22]2[C:27]([C:28]([O:30][CH2:31][CH3:32])=[O:29])=[C:26]([OH:33])[C:25]([C:34]3[CH:38]=[CH:37][O:36][CH:35]=3)=[CH:24][CH:23]=2)(=[O:20])=[O:19])[CH:17]=[CH:16][CH:15]=[CH:14][CH:13]=1.C(=O)([O-])[O-].[Cs+].[Cs+]. (4) Given the product [C:1]([C:5]1[NH:6][C:7]([NH:63][C:64]([NH:20][C:21]2[CH:46]=[CH:45][C:24]([O:25][C:26]3[CH:31]=[CH:30][N:29]=[C:28]4[CH:32]=[C:33]([C:35]([N:37]5[CH2:41][CH2:40][C@@H:39]([N:42]([CH3:43])[CH3:44])[CH2:38]5)=[O:36])[S:34][C:27]=34)=[CH:23][CH:22]=2)=[O:65])=[C:8]([C:10]2[C:11]([CH3:16])=[N:12][O:13][C:14]=2[CH3:15])[N:9]=1)([CH3:2])([CH3:3])[CH3:4], predict the reactants needed to synthesize it. The reactants are: [C:1]([C:5]1[NH:6][C:7](C(O)=O)=[C:8]([C:10]2[C:11]([CH3:16])=[N:12][O:13][C:14]=2[CH3:15])[N:9]=1)([CH3:4])([CH3:3])[CH3:2].[NH2:20][C:21]1[CH:46]=[CH:45][C:24]([O:25][C:26]2[CH:31]=[CH:30][N:29]=[C:28]3[CH:32]=[C:33]([C:35]([N:37]4[CH2:41][CH2:40][C@@H:39]([N:42]([CH3:44])[CH3:43])[CH2:38]4)=[O:36])[S:34][C:27]=23)=[CH:23][CH:22]=1.C(C1NC([NH:63][C:64](NC2C=CC(OC3C4C(=CC(OC)=C(OC)C=4)N=CC=3)=CC=2)=[O:65])=C(C2C(Cl)=NC=CC=2)N=1)(C)(C)C.